This data is from Full USPTO retrosynthesis dataset with 1.9M reactions from patents (1976-2016). The task is: Predict the reactants needed to synthesize the given product. (1) Given the product [OH:39][CH:36]([CH2:37][CH3:38])[CH2:35][NH:34][C:14]([CH2:13][CH2:12][NH:11][C:9](=[O:10])[O:8][CH2:1][C:2]1[CH:3]=[CH:4][CH:5]=[CH:6][CH:7]=1)=[O:16], predict the reactants needed to synthesize it. The reactants are: [CH2:1]([O:8][C:9]([NH:11][CH2:12][CH2:13][C:14]([OH:16])=O)=[O:10])[C:2]1[CH:7]=[CH:6][CH:5]=[CH:4][CH:3]=1.ON1C2C=CC=CC=2N=N1.C(N(CC)CC)C.[NH2:34][CH2:35][CH:36]([OH:39])[CH2:37][CH3:38]. (2) Given the product [CH2:1]([N:8]1[CH2:9][CH2:10][NH:11][C:12]1=[O:13])[C:2]1[CH:7]=[CH:6][CH:5]=[CH:4][CH:3]=1, predict the reactants needed to synthesize it. The reactants are: [CH2:1]([NH:8][CH2:9][CH2:10][NH2:11])[C:2]1[CH:7]=[CH:6][CH:5]=[CH:4][CH:3]=1.[C:12](N1C=CN=C1)(N1C=CN=C1)=[O:13]. (3) Given the product [Cl:1][C:2]1[CH:3]=[C:4]([CH2:9][OH:10])[CH:5]=[N:6][C:7]=1[CH2:17][CH3:18], predict the reactants needed to synthesize it. The reactants are: [Cl:1][C:2]1[CH:3]=[C:4]([CH2:9][OH:10])[CH:5]=[N:6][C:7]=1Cl.C([O-])([O-])=O.[K+].[K+].[CH2:17]([Zn]CC)[CH3:18]. (4) Given the product [C:19]1([S:16]([N:6]2[C:7]3[C:12](=[CH:11][C:10]([S:14][CH3:15])=[CH:9][CH:8]=3)[CH:13]=[C:5]2[C:3]2[O:2][CH:1]=[N:31][N:32]=2)(=[O:18])=[O:17])[CH:24]=[CH:23][CH:22]=[CH:21][CH:20]=1, predict the reactants needed to synthesize it. The reactants are: [CH3:1][O:2][C:3]([C:5]1[N:6]([S:16]([C:19]2[CH:24]=[CH:23][CH:22]=[CH:21][CH:20]=2)(=[O:18])=[O:17])[C:7]2[C:12]([CH:13]=1)=[CH:11][C:10]([S:14][CH3:15])=[CH:9][CH:8]=2)=O.P(Cl)(Cl)(Cl)=O.O.[NH2:31][NH2:32]. (5) Given the product [Cl:1][C:2]1[CH:3]=[CH:4][C:5]([C:8]2[N:12]([C:13]3[CH:18]=[CH:17][C:16]([Cl:19])=[CH:15][C:14]=3[Cl:20])[N:11]=[C:10]([C:38]3[N:37]([CH3:25])[C:32]([CH3:36])([CH3:31])[C:33](=[O:34])[N:35]=3)[C:9]=2[CH3:24])=[CH:6][CH:7]=1, predict the reactants needed to synthesize it. The reactants are: [Cl:1][C:2]1[CH:7]=[CH:6][C:5]([C:8]2[N:12]([C:13]3[CH:18]=[CH:17][C:16]([Cl:19])=[CH:15][C:14]=3[Cl:20])[N:11]=[C:10](C(O)=O)[C:9]=2[CH3:24])=[CH:4][CH:3]=1.[C:25](Cl)(=O)C(Cl)=O.[CH3:31][C:32]([NH:37][CH3:38])([CH3:36])[C:33]([NH2:35])=[O:34].C(N(CC)CC)C.C[O-].[Na+]. (6) Given the product [CH3:30][CH:17]1[C:16]2[N:21]([C:13]3[N:12]=[CH:11][N:10]=[C:9]([NH2:8])[C:14]=3[C:15]=2[C:31]2[CH:32]=[N:33][C:34]3[C:39]([CH:40]=2)=[CH:38][CH:37]=[CH:36][CH:35]=3)[CH2:20][C@@H:19]([NH2:22])[CH2:18]1, predict the reactants needed to synthesize it. The reactants are: FC(F)(F)C(O)=O.[NH2:8][C:9]1[C:14]2[C:15]([C:31]3[CH:32]=[N:33][C:34]4[C:39]([CH:40]=3)=[CH:38][CH:37]=[CH:36][CH:35]=4)=[C:16]3[N:21]([C:13]=2[N:12]=[CH:11][N:10]=1)[CH2:20][C@@H:19]([NH:22]C(=O)OC(C)(C)C)[CH2:18][CH:17]3[CH3:30]. (7) Given the product [CH3:23][C:24]1[CH:32]=[C:30]([CH3:31])[CH:29]=[C:27]([CH3:28])[C:25]=1[CH2:26][CH:13]([OH:14])[CH2:12][O:11][CH2:10][CH2:9][O:8][CH2:7][CH2:6][O:5][CH2:4][CH2:3][OH:15], predict the reactants needed to synthesize it. The reactants are: [H-].[Na+].[CH2:3]([OH:15])[CH2:4][O:5][CH2:6][CH2:7][O:8][CH2:9][CH2:10][O:11][CH2:12][CH2:13][OH:14].CC(N(C)C)=O.Cl[CH2:23][C:24]1[CH:32]=[C:30]([CH3:31])[CH:29]=[C:27]([CH3:28])[C:25]=1[CH3:26].